From a dataset of Full USPTO retrosynthesis dataset with 1.9M reactions from patents (1976-2016). Predict the reactants needed to synthesize the given product. (1) The reactants are: [C:1]([O:9][C:10]1[CH:15]=[CH:14][C:13]([NH:16][C:17](=[O:19])[CH3:18])=[C:12]([OH:20])[CH:11]=1)(=[O:8])[C:2]1[CH:7]=[CH:6][CH:5]=[CH:4][CH:3]=1.[CH3:21][C@@:22]1([CH2:25]OS(C2C=CC=C([N+]([O-])=O)C=2)(=O)=O)[CH2:24][O:23]1.C([O-])([O-])=O.[Cs+].[Cs+]. Given the product [C:1]([O:9][C:10]1[CH:15]=[CH:14][C:13]([NH:16][C:17](=[O:19])[CH3:18])=[C:12]([O:20][CH2:21][C@:22]2([CH3:25])[CH2:24][O:23]2)[CH:11]=1)(=[O:8])[C:2]1[CH:3]=[CH:4][CH:5]=[CH:6][CH:7]=1, predict the reactants needed to synthesize it. (2) Given the product [Cl:1][C:2]1[N:6]([CH2:7][CH3:8])[N:5]=[CH:4][C:3]=1[N+:11]([O-:13])=[O:12], predict the reactants needed to synthesize it. The reactants are: [Cl:1][C:2]1[N:6]([CH2:7][CH:8](F)F)[N:5]=[CH:4][C:3]=1[N+:11]([O-:13])=[O:12].C(N1C=C([N+]([O-])=O)C=N1)C. (3) Given the product [CH3:13][Si:9]([CH3:11])([CH3:12])[O:25][C:20]1([C:1]#[N:2])[CH2:21][CH2:22][CH2:23][C:24]2[N:15]=[CH:16][CH:17]=[CH:18][C:19]1=2, predict the reactants needed to synthesize it. The reactants are: [CH3:1][N+:2]1([O-])CCOCC1.[Si:9]([C:13]#N)([CH3:12])([CH3:11])C.[N:15]1[C:24]2[CH2:23][CH2:22][CH2:21][C:20](=[O:25])[C:19]=2[CH:18]=[CH:17][CH:16]=1. (4) Given the product [F:1][C:2]1[CH:3]=[C:4]([CH3:11])[C:5]([C:6]([O:8][CH3:12])=[O:7])=[C:29]([I:30])[CH:10]=1, predict the reactants needed to synthesize it. The reactants are: [F:1][C:2]1[CH:10]=C[C:5]([C:6]([OH:8])=[O:7])=[C:4]([CH3:11])[CH:3]=1.[C:12](O)(=O)C.C(O)(=O)C.IC1C=CC=CC=1.II.[CH3:29][I:30].C(=O)([O-])[O-].[K+].[K+]. (5) Given the product [CH3:9][O:8][C:4]1[CH:3]=[C:2]([CH2:1][NH:12][CH3:11])[CH:7]=[CH:6][CH:5]=1, predict the reactants needed to synthesize it. The reactants are: [CH:1](=O)[C:2]1[CH:7]=[CH:6][CH:5]=[C:4]([O:8][CH3:9])[CH:3]=1.[CH3:11][NH2:12].[BH4-].[Na+]. (6) Given the product [CH2:26]([C:28]1[C:36]2[C:31](=[CH:32][CH:33]=[CH:34][C:35]=2[NH:37][C:10]([C:3]2[N:4]3[CH:9]=[CH:8][CH:7]=[CH:6][C:5]3=[N:1][CH:2]=2)=[O:12])[N:30]([CH2:38][C:39]2[CH:44]=[CH:43][CH:42]=[C:41]([O:45][CH3:46])[N:40]=2)[N:29]=1)[CH3:27], predict the reactants needed to synthesize it. The reactants are: [N:1]1[CH:2]=[C:3]([C:10]([OH:12])=O)[N:4]2[CH:9]=[CH:8][CH:7]=[CH:6][C:5]=12.S(Cl)(Cl)=O.ClCCCl.C1COCC1.[CH2:26]([C:28]1[C:36]2[C:35]([NH2:37])=[CH:34][CH:33]=[CH:32][C:31]=2[N:30]([CH2:38][C:39]2[CH:44]=[CH:43][CH:42]=[C:41]([O:45][CH3:46])[N:40]=2)[N:29]=1)[CH3:27]. (7) Given the product [OH:3][CH2:4][CH2:5][CH:6]([C:13]1[CH:14]=[C:15]2[C:19](=[CH:20][CH:21]=1)[NH:18][CH:17]=[C:16]2[C:22]#[N:23])[C:7]1[CH:8]=[CH:9][CH:10]=[CH:11][CH:12]=1, predict the reactants needed to synthesize it. The reactants are: C([O:3][C:4](=O)[CH2:5][CH:6]([C:13]1[CH:14]=[C:15]2[C:19](=[CH:20][CH:21]=1)[NH:18][CH:17]=[C:16]2[C:22]#[N:23])[C:7]1[CH:12]=[CH:11][CH:10]=[CH:9][CH:8]=1)C.OCCC(C1C=CC=C2C=1C(C#N)=CN2)C1C=CC=CC=1. (8) Given the product [CH2:1]([CH:3]1[CH2:4][CH:5]([N:7]2[CH:11]=[C:10]([CH:12]=[O:13])[N:9]=[CH:8]2)[CH2:6]1)[CH3:2], predict the reactants needed to synthesize it. The reactants are: [CH2:1]([CH:3]1[CH2:6][CH:5]([N:7]2[CH:11]=[C:10]([CH2:12][OH:13])[N:9]=[CH:8]2)[CH2:4]1)[CH3:2].C(=O)(O)[O-].[Na+].II.S([O-])([O-])(=O)=S.[Na+].[Na+]. (9) Given the product [C:16]([CH:15]([NH:14][C:11](=[O:12])[CH2:10][C:3]1[C:2]([CH3:1])=[CH:7][C:6]([CH3:8])=[CH:5][C:4]=1[CH3:9])[CH2:18][CH:19]1[CH2:24][CH2:23][N:22]([O:25][CH3:26])[CH2:21][CH2:20]1)#[N:17], predict the reactants needed to synthesize it. The reactants are: [CH3:1][C:2]1[CH:7]=[C:6]([CH3:8])[CH:5]=[C:4]([CH3:9])[C:3]=1[CH2:10][C:11](Cl)=[O:12].[NH2:14][CH:15]([CH2:18][CH:19]1[CH2:24][CH2:23][N:22]([O:25][CH3:26])[CH2:21][CH2:20]1)[C:16]#[N:17].C([O-])([O-])=O.[K+].[K+]. (10) Given the product [Cl:17][C:18]1[C:23]([C:24]([NH:15][C:10]2[CH:11]=[CH:12][CH:13]=[C:14]3[C:9]=2[N:8]=[C:7]([CH3:16])[N:6]=[C:5]3[NH:4][CH:1]([CH3:3])[CH3:2])=[O:25])=[C:22]([F:27])[C:21]([CH2:28][NH:29][C:30](=[O:35])[C:31]([CH3:33])([CH3:32])[CH3:34])=[CH:20][CH:19]=1, predict the reactants needed to synthesize it. The reactants are: [CH:1]([NH:4][C:5]1[C:14]2[C:9](=[C:10]([NH2:15])[CH:11]=[CH:12][CH:13]=2)[N:8]=[C:7]([CH3:16])[N:6]=1)([CH3:3])[CH3:2].[Cl:17][C:18]1[C:23]([C:24](O)=[O:25])=[C:22]([F:27])[C:21]([CH2:28][NH:29][C:30](=[O:35])[C:31]([CH3:34])([CH3:33])[CH3:32])=[CH:20][CH:19]=1.C(Cl)(=O)C(Cl)=O.CCN(C(C)C)C(C)C.